From a dataset of Full USPTO retrosynthesis dataset with 1.9M reactions from patents (1976-2016). Predict the reactants needed to synthesize the given product. (1) Given the product [CH2:2]([O:4][C:5]1[CH:13]=[CH:12][C:11]([S:14]([N:17]2[CH2:18][CH2:19][N:20]([CH2:23][CH3:24])[CH2:21][CH2:22]2)(=[O:16])=[O:15])=[CH:10][C:6]=1[C:7]([NH:9][NH2:26])=[NH:8])[CH3:3], predict the reactants needed to synthesize it. The reactants are: Cl.[CH2:2]([O:4][C:5]1[CH:13]=[CH:12][C:11]([S:14]([N:17]2[CH2:22][CH2:21][N:20]([CH2:23][CH3:24])[CH2:19][CH2:18]2)(=[O:16])=[O:15])=[CH:10][C:6]=1[C:7]([NH2:9])=[NH:8])[CH3:3].O.[NH2:26]N. (2) Given the product [CH3:8][C@H:6]1[O:7][C@@H:2]([CH3:1])[CH2:3][N:4]([CH2:9][C@:10]([OH:38])([CH3:37])[CH2:11][O:12][C:13]2[CH:14]=[CH:15][C:16]3[C:17]4[N:18]([CH2:34][CH2:35][N:36]=4)[C:19]([NH:25][C:26]([C:28]4[CH:29]=[N:30][CH:31]=[CH:32][CH:33]=4)=[O:27])=[N:20][C:21]=3[C:22]=2[OH:23])[CH2:5]1, predict the reactants needed to synthesize it. The reactants are: [CH3:1][C@H:2]1[O:7][C@@H:6]([CH3:8])[CH2:5][N:4]([CH2:9][C@:10]([OH:38])([CH3:37])[CH2:11][O:12][C:13]2[CH:14]=[CH:15][C:16]3[C:17]4[N:18]([CH2:34][CH2:35][N:36]=4)[C:19]([NH:25][C:26]([C:28]4[CH:29]=[N:30][CH:31]=[CH:32][CH:33]=4)=[O:27])=[N:20][C:21]=3[C:22]=2[O:23]C)[CH2:3]1. (3) Given the product [CH3:14][O:15][C:16]1[CH:22]=[C:21]([O:23][CH3:24])[CH:20]=[CH:19][C:17]=1[NH:18][C:2]1[N:13]=[CH:12][CH:11]=[CH:10][C:3]=1[C:4]([NH:6][CH2:7][C:8]#[CH:9])=[O:5], predict the reactants needed to synthesize it. The reactants are: Cl[C:2]1[N:13]=[CH:12][CH:11]=[CH:10][C:3]=1[C:4]([NH:6][CH2:7][C:8]#[CH:9])=[O:5].[CH3:14][O:15][C:16]1[CH:22]=[C:21]([O:23][CH3:24])[CH:20]=[CH:19][C:17]=1[NH2:18]. (4) Given the product [O:18]=[C:17]1[C:16]2[C:11](=[CH:12][C:13]([O:34][CH3:35])=[C:14]([O:19][CH2:20][CH2:21][NH:22][CH2:30][C@@H:31]([OH:33])[CH3:32])[CH:15]=2)[N:10]=[CH:9][NH:8]1, predict the reactants needed to synthesize it. The reactants are: C([N:8]1[C:17](=[O:18])[C:16]2[C:11](=[CH:12][C:13]([O:34][CH3:35])=[C:14]([O:19][CH2:20][CH2:21][N:22]([CH2:30][C@@H:31]([OH:33])[CH3:32])CC3C=CC=CC=3)[CH:15]=2)[N:10]=[CH:9]1)C1C=CC=CC=1.